Dataset: Peptide-MHC class II binding affinity with 134,281 pairs from IEDB. Task: Regression. Given a peptide amino acid sequence and an MHC pseudo amino acid sequence, predict their binding affinity value. This is MHC class II binding data. (1) The peptide sequence is EKKYLAATQFEPLAA. The MHC is HLA-DPA10301-DPB10402 with pseudo-sequence HLA-DPA10301-DPB10402. The binding affinity (normalized) is 0.783. (2) The peptide sequence is INEPTAAAIAYGLDS. The MHC is HLA-DQA10501-DQB10301 with pseudo-sequence HLA-DQA10501-DQB10301. The binding affinity (normalized) is 0.707. (3) The peptide sequence is SMHLMLANAGRSSGS. The MHC is DRB1_1101 with pseudo-sequence DRB1_1101. The binding affinity (normalized) is 0.647.